This data is from Forward reaction prediction with 1.9M reactions from USPTO patents (1976-2016). The task is: Predict the product of the given reaction. (1) Given the reactants [CH:1]1([CH2:6][N:7]([C:10]2[N:15]=[C:14]3[CH:16]=[CH:17][N:18]([CH3:19])[C:13]3=[CH:12][C:11]=2[C:20]#[N:21])[CH2:8][CH3:9])[CH2:5][CH2:4][CH2:3][CH2:2]1.[Br:22]N1C(=O)CCC1=O.O, predict the reaction product. The product is: [Br:22][C:16]1[C:14]2=[N:15][C:10]([N:7]([CH2:6][CH:1]3[CH2:5][CH2:4][CH2:3][CH2:2]3)[CH2:8][CH3:9])=[C:11]([C:20]#[N:21])[CH:12]=[C:13]2[N:18]([CH3:19])[CH:17]=1. (2) Given the reactants CN(C)/[CH:3]=[C:4](\[O:7][CH3:8])/[CH:5]=O.[NH2:10][C:11]([NH2:13])=[O:12].Cl, predict the reaction product. The product is: [CH3:8][O:7][C:4]1[CH:3]=[N:10][C:11]([OH:12])=[N:13][CH:5]=1.